This data is from Reaction yield outcomes from USPTO patents with 853,638 reactions. The task is: Predict the reaction yield, written as a fraction of the theoretical maximum amount of product (1.0 means a 100% yield; for example, 0.34 means a 34% yield). The reactants are FC(F)(F)S(O[C:7]1[CH:12]=[CH:11][C:10]([C:13]2[CH:18]=[CH:17][C:16]([CH2:19][C:20]([O:22][CH2:23][CH3:24])=[O:21])=[CH:15][CH:14]=2)=[CH:9][CH:8]=1)(=O)=O.[CH3:27][C:28]1([CH3:44])[C:32]([CH3:34])([CH3:33])[O:31][B:30]([B:30]2[O:31][C:32]([CH3:34])([CH3:33])[C:28]([CH3:44])([CH3:27])[O:29]2)[O:29]1.C([O-])(=O)C.[K+]. The catalyst is O1CCOCC1.C1C=CC(P(C2C=CC=CC=2)[C-]2C=CC=C2)=CC=1.C1C=CC(P(C2C=CC=CC=2)[C-]2C=CC=C2)=CC=1.Cl[Pd]Cl.[Fe+2]. The product is [CH2:23]([O:22][C:20](=[O:21])[CH2:19][C:16]1[CH:17]=[CH:18][C:13]([C:10]2[CH:11]=[CH:12][C:7]([B:30]3[O:31][C:32]([CH3:34])([CH3:33])[C:28]([CH3:44])([CH3:27])[O:29]3)=[CH:8][CH:9]=2)=[CH:14][CH:15]=1)[CH3:24]. The yield is 0.965.